Dataset: Catalyst prediction with 721,799 reactions and 888 catalyst types from USPTO. Task: Predict which catalyst facilitates the given reaction. (1) Reactant: Cl[CH:2]1[CH2:7][CH2:6][O:5][CH2:4][CH2:3]1.[C:8](=[S:11])([O-:10])[CH3:9].[K+]. Product: [C:8](=[O:10])([S:11][CH:2]1[CH2:7][CH2:6][O:5][CH2:4][CH2:3]1)[CH3:9]. The catalyst class is: 3. (2) Reactant: [CH3:1][C:2]1([CH3:34])[C:8](=[O:9])[NH:7][C:6]2[N:10]=[CH:11][C:12](/[CH:14]=[CH:15]/[C:16]([N:18]([CH2:20][C:21]3[CH:26]=[CH:25][CH:24]=[C:23]([CH:27]([CH3:29])[CH3:28])[C:22]=3[O:30][CH2:31][CH2:32][CH3:33])[CH3:19])=[O:17])=[CH:13][C:5]=2[CH2:4][NH:3]1.[ClH:35]. Product: [ClH:35].[CH3:34][C:2]1([CH3:1])[C:8](=[O:9])[NH:7][C:6]2[N:10]=[CH:11][C:12](/[CH:14]=[CH:15]/[C:16]([N:18]([CH2:20][C:21]3[CH:26]=[CH:25][CH:24]=[C:23]([CH:27]([CH3:29])[CH3:28])[C:22]=3[O:30][CH2:31][CH2:32][CH3:33])[CH3:19])=[O:17])=[CH:13][C:5]=2[CH2:4][NH:3]1. The catalyst class is: 343. (3) Reactant: [CH3:1][S:2]([N:5]1[CH2:10][CH2:9][CH2:8][C@H:7]([NH:11][C:12]2[C:17]([C:18]3[N:19]=[C:20]4[CH:26]=[CH:25][N:24](COCC[Si](C)(C)C)[C:21]4=[N:22][CH:23]=3)=[CH:16][N:15]=[C:14](S(C)(=O)=O)[N:13]=2)[CH2:6]1)(=[O:4])=[O:3].[NH2:39][C@@H:40]([CH2:43][CH3:44])[CH2:41][OH:42].CS(C)(=O)=O. Product: [CH3:1][S:2]([N:5]1[CH2:10][CH2:9][CH2:8][C@H:7]([NH:11][C:12]2[C:17]([C:18]3[N:19]=[C:20]4[CH:26]=[CH:25][NH:24][C:21]4=[N:22][CH:23]=3)=[CH:16][N:15]=[C:14]([NH:39][C@@H:40]([CH2:43][CH3:44])[CH2:41][OH:42])[N:13]=2)[CH2:6]1)(=[O:3])=[O:4]. The catalyst class is: 12. (4) Reactant: C(=O)([O-])[O-].[Cs+].[Cs+].[NH2:7][C:8]1[N:9]=[C:10]([C:19]2[CH:24]=[C:23]([OH:25])[C:22]([Cl:26])=[CH:21][C:20]=2[Cl:27])[C:11]2[CH:16]=[C:15]([C:17]#[N:18])[S:14][C:12]=2[N:13]=1.ClCCl.Br.Br[CH2:33][CH2:34][N:35]([CH2:38][CH3:39])[CH2:36][CH3:37]. Product: [NH2:7][C:8]1[N:9]=[C:10]([C:19]2[CH:24]=[C:23]([O:25][CH2:33][CH2:34][N:35]([CH2:38][CH3:39])[CH2:36][CH3:37])[C:22]([Cl:26])=[CH:21][C:20]=2[Cl:27])[C:11]2[CH:16]=[C:15]([C:17]#[N:18])[S:14][C:12]=2[N:13]=1. The catalyst class is: 3. (5) Reactant: [C:1]([C:4]1[CH:5]=[C:6]([S:10]([NH2:13])(=[O:12])=[O:11])[CH:7]=[CH:8][CH:9]=1)([OH:3])=O.FC(F)(F)C(O)=O.[NH2:21][CH2:22][CH2:23][CH2:24][CH2:25][CH2:26][CH:27]=[CH2:28].CCN(C(C)C)C(C)C.CN(C(ON1N=NC2C=CC=CC1=2)=[N+](C)C)C.F[P-](F)(F)(F)(F)F. Product: [CH2:22]([NH:21][C:1](=[O:3])[C:4]1[CH:9]=[CH:8][CH:7]=[C:6]([S:10](=[O:12])(=[O:11])[NH2:13])[CH:5]=1)[CH2:23][CH2:24][CH2:25][CH2:26][CH:27]=[CH2:28]. The catalyst class is: 3. (6) Reactant: [C:1]([O:5][C:6]([N:8]1[CH2:13][CH2:12][CH:11]([CH2:14][N:15]2[CH2:20][CH2:19][N:18]([S:21]([CH2:24]Cl)(=[O:23])=[O:22])[CH2:17][C:16]2=[O:26])[CH2:10][CH2:9]1)=[O:7])([CH3:4])([CH3:3])[CH3:2].[Cl:27][C:28]1[CH:35]=[C:32]([CH:33]=O)[C:31]([OH:36])=[CH:30][CH:29]=1.C(=O)([O-])[O-].[K+].[K+]. Product: [C:1]([O:5][C:6]([N:8]1[CH2:9][CH2:10][CH:11]([CH2:14][N:15]2[CH2:20][CH2:19][N:18]([S:21]([C:24]3[O:36][C:31]4[CH:30]=[CH:29][C:28]([Cl:27])=[CH:35][C:32]=4[CH:33]=3)(=[O:23])=[O:22])[CH2:17][C:16]2=[O:26])[CH2:12][CH2:13]1)=[O:7])([CH3:4])([CH3:2])[CH3:3]. The catalyst class is: 3.